Task: Regression. Given a peptide amino acid sequence and an MHC pseudo amino acid sequence, predict their binding affinity value. This is MHC class I binding data.. Dataset: Peptide-MHC class I binding affinity with 185,985 pairs from IEDB/IMGT (1) The peptide sequence is FDTAQIIKL. The MHC is Mamu-A11 with pseudo-sequence Mamu-A11. The binding affinity (normalized) is 0.339. (2) The peptide sequence is FTIRDVLAY. The MHC is HLA-B58:01 with pseudo-sequence HLA-B58:01. The binding affinity (normalized) is 0.851. (3) The peptide sequence is YLALLAAFKV. The MHC is HLA-A02:01 with pseudo-sequence HLA-A02:01. The binding affinity (normalized) is 0.851. (4) The peptide sequence is YPPPRYITV. The MHC is HLA-A03:01 with pseudo-sequence HLA-A03:01. The binding affinity (normalized) is 0.0847. (5) The peptide sequence is LPPVVPPLI. The MHC is HLA-A02:01 with pseudo-sequence HLA-A02:01. The binding affinity (normalized) is 0.0847. (6) The MHC is HLA-A02:03 with pseudo-sequence HLA-A02:03. The peptide sequence is YPLTFGWCY. The binding affinity (normalized) is 0. (7) The peptide sequence is APGWLIWTY. The MHC is HLA-A02:03 with pseudo-sequence HLA-A02:03. The binding affinity (normalized) is 0.0940. (8) The MHC is HLA-A23:01 with pseudo-sequence HLA-A23:01. The binding affinity (normalized) is 0. The peptide sequence is TPQDLNTML.